This data is from Forward reaction prediction with 1.9M reactions from USPTO patents (1976-2016). The task is: Predict the product of the given reaction. (1) Given the reactants [CH3:1][C@@H:2]([NH:13][CH2:14][CH2:15][CH2:16][C:17]1[CH:18]=[CH:19][CH:20]=[C:21]([C:23]([F:26])([F:25])[F:24])[CH:22]=1)[C:3]1[CH:4]=[CH:5][CH:6]=[C:7]2[CH:12]=[CH:11][CH:10]=[CH:9][C:8]=12.Cl.C(=O)([O-])[O-].[Na+].[Na+], predict the reaction product. The product is: [CH3:1][C@@H:2]([NH:13][CH2:14][CH2:15][CH2:16][C:17]1[CH:18]=[CH:19][CH:20]=[C:21]([C:23]([F:24])([F:25])[F:26])[CH:22]=1)[C:3]1[CH:4]=[CH:5][CH:6]=[C:7]2[CH:12]=[CH:11][CH:10]=[CH:9][C:8]=12. (2) The product is: [CH:1]1([N:7]2[C:12]3[C:13]4[CH:19]=[CH:18][NH:17][C:14]=4[N:15]=[CH:16][C:11]=3[CH:10]=[N:9][C:8]2=[O:20])[CH2:2][CH2:3][CH2:4][CH2:5][CH2:6]1. Given the reactants [CH:1]1([N:7]2[C:12]3[C:13]4[CH:19]=[CH:18][NH:17][C:14]=4[N:15]=[CH:16][C:11]=3[CH2:10][NH:9][C:8]2=[O:20])[CH2:6][CH2:5][CH2:4][CH2:3][CH2:2]1.C(Cl)(Cl)Cl.CO, predict the reaction product. (3) Given the reactants [CH3:1]C1CCCO1.[F:7][C:8]1[N:16]=[C:15]2[C:11]([N:12]=[CH:13][NH:14]2)=[C:10]([NH:17][C:18]2[C:19]([O:24][CH3:25])=[N:20][N:21]([CH3:23])[CH:22]=2)[N:9]=1.[O-]P([O-])([O-])=O.[K+].[K+].[K+].S(OC)(OC)(=O)=O, predict the reaction product. The product is: [F:7][C:8]1[N:16]=[C:15]2[C:11]([N:12]=[CH:13][N:14]2[CH3:1])=[C:10]([NH:17][C:18]2[C:19]([O:24][CH3:25])=[N:20][N:21]([CH3:23])[CH:22]=2)[N:9]=1. (4) Given the reactants [CH3:1][CH2:2][C@H:3]([NH:6][C:7]([C@@H:9]1[CH:24]=[C:23]2[C@@H:12]([CH2:13][C:14]3[C:18]4[C:19]2=[CH:20][CH:21]=[CH:22][C:17]=4[N:16]([CH3:25])[CH:15]=3)[N:11]([CH3:26])[CH2:10]1)=[O:8])[CH2:4][OH:5].C(/C(O)=O)=C/[C:29](O)=[O:30].OS(O)(=O)=O.[OH-].[Na+], predict the reaction product. The product is: [OH:5][CH2:4][C@@H:3]([NH:6][C:7]([C@@H:9]1[CH2:24][C@@:23]2([O:30][CH3:29])[C@@H:12]([CH2:13][C:14]3[C:18]4[C:17]([N:16]([CH3:25])[CH:15]=3)=[CH:22][CH:21]=[CH:20][C:19]=42)[N:11]([CH3:26])[CH2:10]1)=[O:8])[CH2:2][CH3:1]. (5) Given the reactants C[O:2][C:3](=[O:15])[C:4]1[CH:9]=[C:8]([O:10][CH3:11])[CH:7]=[C:6]([O:12][CH3:13])[C:5]=1[Cl:14].[OH-].[K+], predict the reaction product. The product is: [Cl:14][C:5]1[C:6]([O:12][CH3:13])=[CH:7][C:8]([O:10][CH3:11])=[CH:9][C:4]=1[C:3]([OH:15])=[O:2]. (6) Given the reactants Cl[CH2:2][C:3]1[CH:8]=[CH:7][CH:6]=[C:5]([S:9][CH:10]([CH3:12])[CH3:11])[N:4]=1.C([O:15][C:16]([CH:18]1[CH2:20][CH:19]1[C:21]1[CH:26]=[CH:25][C:24]([OH:27])=[C:23]([Cl:28])[CH:22]=1)=[O:17])C, predict the reaction product. The product is: [Cl:28][C:23]1[CH:22]=[C:21]([CH:19]2[CH2:20][CH:18]2[C:16]([OH:17])=[O:15])[CH:26]=[CH:25][C:24]=1[O:27][CH2:2][C:3]1[CH:8]=[CH:7][CH:6]=[C:5]([S:9][CH:10]([CH3:12])[CH3:11])[N:4]=1. (7) Given the reactants [Br:1][CH2:2][CH2:3][CH2:4][Si:5](Cl)(Cl)Cl.[CH2:9]([Mg]Br)[CH:10]=[CH2:11].C(OCC)C.C(O)(=O)C[C:21]([CH2:26][C:27](O)=O)(C(O)=O)O.[CH3:32][CH2:33][CH2:34]CCC, predict the reaction product. The product is: [CH2:9]([Si:5]([CH2:27][CH:26]=[CH2:21])([CH2:34][CH:33]=[CH2:32])[CH2:4][CH2:3][CH2:2][Br:1])[CH:10]=[CH2:11].